From a dataset of Catalyst prediction with 721,799 reactions and 888 catalyst types from USPTO. Predict which catalyst facilitates the given reaction. (1) Reactant: [C:1]([C:4]1[C@@H:5]([C:15]2[CH:16]=[CH:17][CH:18]=[C:19]3[C:24]=2[O:23][C:22]([CH3:25])=[CH:21][C:20]3=[O:26])[C:6]([C:12]([OH:14])=O)=[C:7]([CH3:11])[NH:8][C:9]=1[CH3:10])(=[O:3])[CH3:2].C([N:29]1[CH:33]=[CH:32][N:31]=[CH:30]1)([N:29]1[CH:33]=[CH:32][N:31]=[CH:30]1)=O. Product: [C:1]([C:4]1[C@@H:5]([C:15]2[CH:16]=[CH:17][CH:18]=[C:19]3[C:24]=2[O:23][C:22]([CH3:25])=[CH:21][C:20]3=[O:26])[C:6]([C:12]([N:29]2[CH:33]=[CH:32][N:31]=[CH:30]2)=[O:14])=[C:7]([CH3:11])[NH:8][C:9]=1[CH3:10])(=[O:3])[CH3:2]. The catalyst class is: 1. (2) Reactant: [O:1]1[CH:5]=[CH:4][CH:3]=[C:2]1[C:6]#[C:7][C:8]#[C:9][CH2:10][CH2:11][CH2:12][CH2:13][CH2:14][CH2:15][CH2:16][CH2:17][CH2:18][C:19]([OH:21])=[O:20].[OH-].[K+:23]. Product: [O:1]1[CH:5]=[CH:4][CH:3]=[C:2]1[C:6]#[C:7][C:8]#[C:9][CH2:10][CH2:11][CH2:12][CH2:13][CH2:14][CH2:15][CH2:16][CH2:17][CH2:18][C:19]([O-:21])=[O:20].[K+:23]. The catalyst class is: 6. (3) The catalyst class is: 21. Product: [Br:1][C:2]1[C:3]([CH2:11][O:21][C:16]2[CH:17]=[CH:18][C:19]([Cl:20])=[C:14]([Cl:13])[CH:15]=2)=[CH:4][C:5]([F:10])=[C:6]([CH:9]=1)[C:7]#[N:8]. Reactant: [Br:1][C:2]1[C:3]([CH2:11]Br)=[CH:4][C:5]([F:10])=[C:6]([CH:9]=1)[C:7]#[N:8].[Cl:13][C:14]1[CH:15]=[C:16]([OH:21])[CH:17]=[CH:18][C:19]=1[Cl:20].C(=O)([O-])[O-].[K+].[K+]. (4) Reactant: Br[C:2]1[N:7]=[CH:6][C:5]([C:8]2[N:13]=[CH:12][CH:11]=[CH:10][N:9]=2)=[CH:4][CH:3]=1.[C:14]([O:18][C:19]([N:21]1[CH2:26][CH:25]=[C:24](B(O)O)[CH2:23][CH2:22]1)=[O:20])([CH3:17])([CH3:16])[CH3:15].C(=O)([O-])[O-].[Cs+].[Cs+]. Product: [C:14]([O:18][C:19]([N:21]1[CH2:22][CH:23]=[C:24]([C:2]2[CH:3]=[CH:4][C:5]([C:8]3[N:13]=[CH:12][CH:11]=[CH:10][N:9]=3)=[CH:6][N:7]=2)[CH2:25][CH2:26]1)=[O:20])([CH3:17])([CH3:15])[CH3:16]. The catalyst class is: 38. (5) The catalyst class is: 277. Product: [Br:6][C:7]1[S:15][C:14]2[C:13]([N:16]3[CH2:21][CH2:20][N:19]([C:29]([O:28][C:24]([CH3:27])([CH3:26])[CH3:25])=[O:30])[C:18]([CH3:23])([CH3:22])[CH2:17]3)=[N:12][CH:11]=[N:10][C:9]=2[CH:8]=1. Reactant: O1CCCC1.[Br:6][C:7]1[S:15][C:14]2[C:13]([N:16]3[CH2:21][CH2:20][NH:19][C:18]([CH3:23])([CH3:22])[CH2:17]3)=[N:12][CH:11]=[N:10][C:9]=2[CH:8]=1.[C:24]([O:28][C:29](O[C:29]([O:28][C:24]([CH3:27])([CH3:26])[CH3:25])=[O:30])=[O:30])([CH3:27])([CH3:26])[CH3:25].C(N(CC)C(C)C)(C)C. (6) Reactant: [CH3:1][O:2][C:3]1[CH:8]=[CH:7][C:6]([C:9]2[O:13][C:12]([CH:14]=[O:15])=[N:11][C:10]=2[C:16]2[CH:17]=[N:18][C:19]([O:22][CH3:23])=[CH:20][CH:21]=2)=[CH:5][CH:4]=1.CC(=CC)C.P([O-])(O)(O)=[O:30].[Na+].Cl([O-])=O.[Na+]. Product: [CH3:1][O:2][C:3]1[CH:4]=[CH:5][C:6]([C:9]2[O:13][C:12]([C:14]([OH:30])=[O:15])=[N:11][C:10]=2[C:16]2[CH:17]=[N:18][C:19]([O:22][CH3:23])=[CH:20][CH:21]=2)=[CH:7][CH:8]=1. The catalyst class is: 6. (7) Reactant: [F:1][C:2]1[C:3]([CH3:23])=[C:4]([C:15]2[CH:20]=[CH:19][CH:18]=[C:17]([CH2:21][OH:22])[CH:16]=2)[C:5]([CH3:14])=[CH:6][C:7]=1[O:8][C@H:9]1[CH2:13][CH2:12][O:11][CH2:10]1.O[C:25]1[CH:38]=[CH:37][C:28]2[C@H:29]([CH2:32][C:33]([O:35][CH3:36])=[O:34])[CH2:30][O:31][C:27]=2[CH:26]=1.C1(P(C2C=CC=CC=2)C2C=CC=CC=2)C=CC=CC=1.N(C(OC(C)C)=O)=NC(OC(C)C)=O. Product: [F:1][C:2]1[C:3]([CH3:23])=[C:4]([C:15]2[CH:20]=[CH:19][CH:18]=[C:17]([CH2:21][O:22][C:25]3[CH:38]=[CH:37][C:28]4[C@H:29]([CH2:32][C:33]([O:35][CH3:36])=[O:34])[CH2:30][O:31][C:27]=4[CH:26]=3)[CH:16]=2)[C:5]([CH3:14])=[CH:6][C:7]=1[O:8][C@H:9]1[CH2:13][CH2:12][O:11][CH2:10]1. The catalyst class is: 4.